This data is from Catalyst prediction with 721,799 reactions and 888 catalyst types from USPTO. The task is: Predict which catalyst facilitates the given reaction. (1) Reactant: Br[CH2:2][CH2:3][CH2:4][O:5][C:6]1[CH:10]=[C:9]([C:11]([NH:13][C:14]2[CH:19]=[CH:18][C:17]([F:20])=[C:16]([Cl:21])[CH:15]=2)=[O:12])[O:8][N:7]=1.[NH:22]1[CH2:26][CH2:25][CH2:24][CH2:23]1. Product: [Cl:21][C:16]1[CH:15]=[C:14]([NH:13][C:11]([C:9]2[O:8][N:7]=[C:6]([O:5][CH2:4][CH2:3][CH2:2][N:22]3[CH2:26][CH2:25][CH2:24][CH2:23]3)[CH:10]=2)=[O:12])[CH:19]=[CH:18][C:17]=1[F:20]. The catalyst class is: 83. (2) Reactant: [CH3:1][C:2]1[CH:7]=[CH:6][CH:5]=[C:4]([CH2:8][CH2:9][O:10][C:11]2[CH:16]=[CH:15][CH:14]=[CH:13][CH:12]=2)[N:3]=1. Product: [CH3:1][CH:2]1[CH2:7][CH2:6][CH2:5][CH:4]([CH2:8][CH2:9][O:10][C:11]2[CH:16]=[CH:15][CH:14]=[CH:13][CH:12]=2)[NH:3]1. The catalyst class is: 5. (3) Reactant: [C:1]([O:5][C:6](=[O:40])[NH:7][C@@H:8]([CH2:28][N:29]1C(=O)C2C(=CC=CC=2)C1=O)[CH2:9][O:10][Si:11]([C:24]([CH3:27])([CH3:26])[CH3:25])([C:18]1[CH:23]=[CH:22][CH:21]=[CH:20][CH:19]=1)[C:12]1[CH:17]=[CH:16][CH:15]=[CH:14][CH:13]=1)([CH3:4])([CH3:3])[CH3:2].O.NN. Product: [C:1]([O:5][C:6](=[O:40])[NH:7][C@@H:8]([CH2:28][NH2:29])[CH2:9][O:10][Si:11]([C:24]([CH3:27])([CH3:26])[CH3:25])([C:18]1[CH:23]=[CH:22][CH:21]=[CH:20][CH:19]=1)[C:12]1[CH:13]=[CH:14][CH:15]=[CH:16][CH:17]=1)([CH3:4])([CH3:2])[CH3:3]. The catalyst class is: 14. (4) Reactant: CC1C=CC(S(O[CH2:12][CH2:13][CH2:14][C:15]2[C:23]3[C:18](=[CH:19][CH:20]=[C:21]([C:24]#[N:25])[CH:22]=3)[NH:17][CH:16]=2)(=O)=O)=CC=1.[CH3:26][CH:27]1[NH:32][CH2:31][CH2:30][N:29]([C:33]2[N:38]=[C:37]([C:39]([NH2:41])=[O:40])[CH:36]=[CH:35][N:34]=2)[CH2:28]1.C(=O)([O-])[O-].[K+].[K+].[I-].[K+]. Product: [C:24]([C:21]1[CH:22]=[C:23]2[C:18](=[CH:19][CH:20]=1)[NH:17][CH:16]=[C:15]2[CH2:14][CH2:13][CH2:12][N:32]1[CH2:31][CH2:30][N:29]([C:33]2[N:38]=[C:37]([C:39]([NH2:41])=[O:40])[CH:36]=[CH:35][N:34]=2)[CH2:28][CH:27]1[CH3:26])#[N:25]. The catalyst class is: 10. (5) Reactant: [NH:1]1[C:9]2[C:4](=[CH:5][CH:6]=[CH:7][N:8]=2)[CH:3]=[CH:2]1.[Cl:10][C:11]1[CH:12]=[C:13]([CH:16]=[CH:17][C:18]=1[O:19][CH2:20][C:21]1[CH:26]=[CH:25][C:24]([Cl:27])=[CH:23][CH:22]=1)[CH:14]=[O:15].[OH-].[K+].Cl.[CH3:31]O. The catalyst class is: 6. Product: [Cl:10][C:11]1[CH:12]=[C:13]([CH2:14][O:15][C:3]2[C:4]3[C:9](=[N:8][CH:7]=[CH:6][CH:5]=3)[N:1]([CH3:31])[CH:2]=2)[CH:16]=[CH:17][C:18]=1[O:19][CH2:20][C:21]1[CH:22]=[CH:23][C:24]([Cl:27])=[CH:25][CH:26]=1. (6) Reactant: [Br:1][C:2]1[CH:6]=[N:5][N:4]([CH3:7])[C:3]=1[NH:8][C:9](=[O:17])[C:10]1[CH:15]=[CH:14][CH:13]=[C:12](I)[CH:11]=1.[F:18][C:19]([F:30])([F:29])[C:20]1[CH:25]=[CH:24][C:23](B(O)O)=[CH:22][CH:21]=1.C(=O)([O-])[O-].[Cs+].[Cs+].COCCOC. Product: [Br:1][C:2]1[CH:6]=[N:5][N:4]([CH3:7])[C:3]=1[NH:8][C:9]([C:10]1[CH:11]=[C:12]([C:23]2[CH:24]=[CH:25][C:20]([C:19]([F:30])([F:29])[F:18])=[CH:21][CH:22]=2)[CH:13]=[CH:14][CH:15]=1)=[O:17]. The catalyst class is: 690. (7) Reactant: [CH2:1]([NH:5][C:6]1[N:7]=[CH:8][C:9]2[N:14]([C:15]3[CH:20]=[CH:19][C:18]([F:21])=[CH:17][CH:16]=3)[CH:13]=[C:12]([C@H:22]3[CH2:27][CH2:26][C@H:25]([OH:28])[CH2:24][CH2:23]3)[C:10]=2[N:11]=1)[CH2:2][CH2:3][CH3:4].[CH2:29]([NH:33][C:34]1[N:35]=[CH:36][C:37]2[N:42]([C:43]3[CH:48]=[CH:47][C:46]([F:49])=[CH:45][CH:44]=3)[CH2:41][CH:40]([CH:50]3[CH2:55][CH2:54][CH:53]([OH:56])[CH2:52][CH2:51]3)[C:38]=2[N:39]=1)[CH2:30][CH2:31][CH3:32]. Product: [CH2:1]([NH:5][C:6]1[N:7]=[CH:8][C:9]2[N:14]([C:15]3[CH:20]=[CH:19][C:18]([F:21])=[CH:17][CH:16]=3)[CH:13]=[C:12]([C@@H:22]3[CH2:23][CH2:24][C@H:25]([OH:28])[CH2:26][CH2:27]3)[C:10]=2[N:11]=1)[CH2:2][CH2:3][CH3:4].[CH2:29]([NH:33][C:34]1[N:35]=[CH:36][C:37]2[N:42]([C:43]3[CH:48]=[CH:47][C:46]([F:49])=[CH:45][CH:44]=3)[CH:41]=[C:40]([C@H:50]3[CH2:51][CH2:52][C@H:53]([OH:56])[CH2:54][CH2:55]3)[C:38]=2[N:39]=1)[CH2:30][CH2:31][CH3:32]. The catalyst class is: 19. (8) Reactant: N1C=CN=C1.[Si:6](Cl)([C:9]([CH3:12])([CH3:11])[CH3:10])([CH3:8])[CH3:7].[NH2:14][C:15]1[CH:16]=[C:17]([OH:21])[CH:18]=[CH:19][CH:20]=1.[Cl-].[Na+]. Product: [Si:6]([O:21][C:17]1[CH:16]=[C:15]([NH2:14])[CH:20]=[CH:19][CH:18]=1)([C:9]([CH3:12])([CH3:11])[CH3:10])([CH3:8])[CH3:7]. The catalyst class is: 9. (9) Reactant: [CH3:1][C@H:2]1[O:7][CH2:6][C@@H:5]([C:8]2[CH:13]=[CH:12][CH:11]=[CH:10][CH:9]=2)[N:4]([CH2:14][C:15]([O:17]CC)=[O:16])[C:3]1=[O:20].[Li+:21].[OH-].Cl. Product: [CH3:1][C@@H:2]1[O:7][CH2:6][C@@H:5]([C:8]2[CH:13]=[CH:12][CH:11]=[CH:10][CH:9]=2)[N:4]([CH2:14][C:15]([O-:17])=[O:16])[C:3]1=[O:20].[Li+:21]. The catalyst class is: 20. (10) Reactant: [C:1]([C:3]1[C:11]2[C:6](=[CH:7][C:8]([OH:12])=[CH:9][CH:10]=2)[N:5]([CH2:13][C:14]([O:16][C:17]([CH3:20])([CH3:19])[CH3:18])=[O:15])[N:4]=1)#[N:2].C(=N[OH:24])C.C1C=CC(P(C2C=CC=CC=2)C2C=CC=CC=2)=CC=1. Product: [C:1]([C:3]1[C:11]2[C:6](=[CH:7][C:8]([OH:12])=[CH:9][CH:10]=2)[N:5]([CH2:13][C:14]([O:16][C:17]([CH3:20])([CH3:19])[CH3:18])=[O:15])[N:4]=1)(=[O:24])[NH2:2]. The catalyst class is: 8.